Dataset: Full USPTO retrosynthesis dataset with 1.9M reactions from patents (1976-2016). Task: Predict the reactants needed to synthesize the given product. (1) Given the product [CH3:1][O:2][C:3]1[C:12]2[C:7](=[CH:8][CH:9]=[CH:10][CH:11]=2)[C:6]([C:13]([OH:21])=[O:14])=[CH:5][CH:4]=1, predict the reactants needed to synthesize it. The reactants are: [CH3:1][O:2][C:3]1[C:12]2[C:7](=[CH:8][CH:9]=[CH:10][CH:11]=2)[C:6]([CH:13]=[O:14])=[CH:5][CH:4]=1.CC(=CC)C.Cl([O-])=[O:21].[Na+].P([O-])(O)(O)=O.[Na+]. (2) Given the product [CH2:1]([O:3][C:4](=[O:24])[CH2:5][CH2:6][C@H:7]1[CH2:12][CH2:11][C@H:10]([CH2:13][CH2:14][N:15]([C:17]([O:19][C:20]([CH3:23])([CH3:22])[CH3:21])=[O:18])[CH3:16])[CH2:9][CH2:8]1)[CH3:2], predict the reactants needed to synthesize it. The reactants are: [CH2:1]([O:3][C:4](=[O:24])/[CH:5]=[CH:6]/[C@H:7]1[CH2:12][CH2:11][C@H:10]([CH2:13][CH2:14][N:15]([C:17]([O:19][C:20]([CH3:23])([CH3:22])[CH3:21])=[O:18])[CH3:16])[CH2:9][CH2:8]1)[CH3:2]. (3) Given the product [Cl:1][C:2]1[C:10]([CH2:11][O:12][CH2:13][C:14]([F:17])([F:16])[F:15])=[C:9]([S:18]([CH3:21])(=[O:20])=[O:19])[CH:8]=[CH:7][C:3]=1[C:4]([NH:27][C:23]1[O:22][CH:26]=[CH:25][N:24]=1)=[O:6], predict the reactants needed to synthesize it. The reactants are: [Cl:1][C:2]1[C:10]([CH2:11][O:12][CH2:13][C:14]([F:17])([F:16])[F:15])=[C:9]([S:18]([CH3:21])(=[O:20])=[O:19])[CH:8]=[CH:7][C:3]=1[C:4]([OH:6])=O.[O:22]1[CH:26]=[CH:25][N:24]=[C:23]1[NH2:27].C(N(CC)CC)C.C(P1(=O)OP(=O)(CCC)OP(=O)(CCC)O1)CC. (4) Given the product [CH2:15]([O:17][P:18]([C:23]([O:26][CH2:27][CH3:28])([C:29]1[CH:30]=[CH:31][C:32]([NH:35][C:2]2[N:10]=[C:9]([I:11])[N:8]=[C:7]3[C:3]=2[N:4]=[CH:5][N:6]3[CH:12]([CH3:14])[CH3:13])=[CH:33][CH:34]=1)[PH2:24]=[O:25])(=[O:22])[O:19][CH2:20][CH3:21])[CH3:16], predict the reactants needed to synthesize it. The reactants are: Cl[C:2]1[N:10]=[C:9]([I:11])[N:8]=[C:7]2[C:3]=1[N:4]=[CH:5][N:6]2[CH:12]([CH3:14])[CH3:13].[CH2:15]([O:17][P:18]([C:23]([C:29]1[CH:34]=[CH:33][C:32]([NH2:35])=[CH:31][CH:30]=1)([O:26][CH2:27][CH3:28])[PH2:24]=[O:25])(=[O:22])[O:19][CH2:20][CH3:21])[CH3:16].CCN(C(C)C)C(C)C.